From a dataset of Full USPTO retrosynthesis dataset with 1.9M reactions from patents (1976-2016). Predict the reactants needed to synthesize the given product. (1) Given the product [P:13]([N:5]([P:13]([C:12]1[CH:11]=[CH:25][CH:20]=[CH:21][CH:22]=1)[C:14]1[CH:19]=[CH:18][CH:17]=[CH:16][CH:15]=1)[CH2:1][CH:2]([CH3:4])[CH3:3])([C:20]1[CH:25]=[CH:24][CH:23]=[CH:22][CH:21]=1)[C:14]1[CH:19]=[CH:18][CH:17]=[CH:16][CH:15]=1, predict the reactants needed to synthesize it. The reactants are: [CH2:1]([NH2:5])[CH:2]([CH3:4])[CH3:3].CCN([CH2:11][CH3:12])CC.[P:13](Cl)([C:20]1[CH:25]=[CH:24][CH:23]=[CH:22][CH:21]=1)[C:14]1[CH:19]=[CH:18][CH:17]=[CH:16][CH:15]=1. (2) Given the product [CH3:19][C:20]1[CH:27]=[CH:26][C:23]([CH2:24][O:1][C:2]2[C:3]([C:16](=[O:18])[CH3:17])=[CH:4][C:5]3[C:6]([CH3:15])([CH3:14])[CH2:7][CH2:8][C:9]([CH3:12])([CH3:13])[C:10]=3[CH:11]=2)=[CH:22][CH:21]=1, predict the reactants needed to synthesize it. The reactants are: [OH:1][C:2]1[C:3]([C:16](=[O:18])[CH3:17])=[CH:4][C:5]2[C:6]([CH3:15])([CH3:14])[CH2:7][CH2:8][C:9]([CH3:13])([CH3:12])[C:10]=2[CH:11]=1.[CH3:19][C:20]1[CH:27]=[CH:26][C:23]([CH2:24]Cl)=[CH:22][CH:21]=1. (3) Given the product [C:1]([C@H:3]1[CH2:8][CH2:7][C@H:6]2[C@H:9]3[C@H:19]([CH2:20][CH2:21][C@:4]12[CH3:5])[C@:17]1([CH3:18])[C:12]([CH:13]=[C:14]([O:22][CH2:32][CH3:33])[CH2:15][CH2:16]1)=[CH:11][CH2:10]3)#[N:2], predict the reactants needed to synthesize it. The reactants are: [C:1]([C@H:3]1[CH2:8][CH2:7][C@H:6]2[C@H:9]3[C@H:19]([CH2:20][CH2:21][C@:4]12[CH3:5])[C@:17]1([CH3:18])[C:12](=[CH:13][C:14](=[O:22])[CH2:15][CH2:16]1)[CH2:11][CH2:10]3)#[N:2].C(OC)(OC)OC.C(OCC)(OCC)O[CH2:32][CH3:33]. (4) Given the product [C:34]([C:27]12[CH2:26][CH:25]3[CH2:33][CH:29]([CH2:30][CH:31]([CH:24]3[NH:23][C:21]([C:20]3[C:15]([CH:10]4[CH2:11][CH2:12][CH2:13][CH2:14]4)=[N:16][C:17]([NH:37][C@H:38]4[CH2:42][CH2:41][O:40][CH2:39]4)=[N:18][CH:19]=3)=[O:22])[CH2:32]1)[CH2:28]2)(=[O:36])[NH2:3], predict the reactants needed to synthesize it. The reactants are: CC[N:3](C(C)C)C(C)C.[CH:10]1([C:15]2[C:20]([C:21]([NH:23][CH:24]3[CH:31]4[CH2:32][C:27]5([C:34]([OH:36])=O)[CH2:28][CH:29]([CH2:33][CH:25]3[CH2:26]5)[CH2:30]4)=[O:22])=[CH:19][N:18]=[C:17]([NH:37][C@H:38]3[CH2:42][CH2:41][O:40][CH2:39]3)[N:16]=2)[CH2:14][CH2:13][CH2:12][CH2:11]1.CN(C(ON1N=NC2C=CC=NC1=2)=[N+](C)C)C.F[P-](F)(F)(F)(F)F.[Cl-].[NH4+]. (5) Given the product [NH2:14][C:15]1[CH:16]=[CH:17][C:18]([F:31])=[C:19]([C:21]2([CH:28]3[CH2:29][CH2:30]3)[NH:26][C:25](=[S:27])[CH2:24][O:23][CH2:22]2)[CH:20]=1, predict the reactants needed to synthesize it. The reactants are: C(=[N:14][C:15]1[CH:16]=[CH:17][C:18]([F:31])=[C:19]([C:21]2([CH:28]3[CH2:30][CH2:29]3)[NH:26][C:25](=[S:27])[CH2:24][O:23][CH2:22]2)[CH:20]=1)(C1C=CC=CC=1)C1C=CC=CC=1.C(=O)([O-])O.[Na+]. (6) Given the product [Cl:27][C:22]1[CH:23]=[CH:24][CH:25]=[CH:26][C:21]=1[CH:19]1[CH2:20][N:14]([CH2:13][C:12]([N:9]2[CH2:8][CH2:7][CH:6]([CH2:5][C:4]([OH:39])=[O:3])[CH2:11][CH2:10]2)=[O:38])[C:15](=[O:37])[CH:16]([CH2:33][CH:34]([CH3:35])[CH3:36])[C:17]2[CH:31]=[CH:30][C:29]([CH3:32])=[CH:28][C:18]1=2, predict the reactants needed to synthesize it. The reactants are: C([O:3][C:4](=[O:39])[CH2:5][CH:6]1[CH2:11][CH2:10][N:9]([C:12](=[O:38])[CH2:13][N:14]2[CH2:20][CH:19]([C:21]3[CH:26]=[CH:25][CH:24]=[CH:23][C:22]=3[Cl:27])[C:18]3[CH:28]=[C:29]([CH3:32])[CH:30]=[CH:31][C:17]=3[CH:16]([CH2:33][CH:34]([CH3:36])[CH3:35])[C:15]2=[O:37])[CH2:8][CH2:7]1)C.[OH-].[Na+].Cl. (7) Given the product [Br:1][C:2]1[CH:3]=[C:4]([C:9](=[O:15])[CH2:10][CH2:11][C:12]([OH:14])=[O:13])[CH:5]=[CH:6][C:7]=1[F:8], predict the reactants needed to synthesize it. The reactants are: [Br:1][C:2]1[CH:3]=[C:4]([C:9](=[O:15])/[CH:10]=[CH:11]/[C:12]([OH:14])=[O:13])[CH:5]=[CH:6][C:7]=1[F:8].[H][H]. (8) Given the product [Cl:1][C:2]1[C:3]([Cl:12])=[CH:4][C:5]([NH:14][CH3:13])=[C:6]([N+:8]([O-:10])=[O:9])[CH:7]=1, predict the reactants needed to synthesize it. The reactants are: [Cl:1][C:2]1[CH:7]=[C:6]([N+:8]([O-:10])=[O:9])[C:5](F)=[CH:4][C:3]=1[Cl:12].[CH3:13][NH2:14]. (9) Given the product [Br:18][CH2:2][C:3]1[C:8]([CH3:9])=[CH:7][CH:6]=[CH:5][C:4]=1[N:10]1[C:14](=[O:15])[N:13]([CH3:16])[N:12]=[N:11]1, predict the reactants needed to synthesize it. The reactants are: O[CH2:2][C:3]1[C:8]([CH3:9])=[CH:7][CH:6]=[CH:5][C:4]=1[N:10]1[C:14](=[O:15])[N:13]([CH3:16])[N:12]=[N:11]1.P(Br)(Br)[Br:18].